From a dataset of Peptide-MHC class II binding affinity with 134,281 pairs from IEDB. Regression. Given a peptide amino acid sequence and an MHC pseudo amino acid sequence, predict their binding affinity value. This is MHC class II binding data. (1) The peptide sequence is GGGGESFGIVVAWQV. The MHC is DRB1_0101 with pseudo-sequence DRB1_0101. The binding affinity (normalized) is 0.597. (2) The peptide sequence is LLVKYAAGDGNIVAV. The MHC is HLA-DQA10101-DQB10501 with pseudo-sequence HLA-DQA10101-DQB10501. The binding affinity (normalized) is 0.0423.